This data is from Full USPTO retrosynthesis dataset with 1.9M reactions from patents (1976-2016). The task is: Predict the reactants needed to synthesize the given product. (1) Given the product [Cl:45][C:42]1[CH:41]=[CH:40][C:39]([CH:29]([C:26]2[C:25]3[CH:46]=[CH:47][C:22]([C:21]4[C:16]5[C@H:15]([CH3:48])[CH2:14][C@@H:13]([OH:12])[C:17]=5[N:18]=[CH:19][N:20]=4)=[CH:23][C:24]=3[S:28][N:27]=2)[CH2:30][NH:31][C:32](=[O:33])[O:34][C:35]([CH3:38])([CH3:37])[CH3:36])=[CH:44][CH:43]=1, predict the reactants needed to synthesize it. The reactants are: [Li+].[OH-].[N+](C1C=CC(C([O:12][C@H:13]2[C:17]3[N:18]=[CH:19][N:20]=[C:21]([C:22]4[CH:47]=[CH:46][C:25]5[C:26]([CH:29]([C:39]6[CH:44]=[CH:43][C:42]([Cl:45])=[CH:41][CH:40]=6)[CH2:30][NH:31][C:32]([O:34][C:35]([CH3:38])([CH3:37])[CH3:36])=[O:33])=[N:27][S:28][C:24]=5[CH:23]=4)[C:16]=3[C@H:15]([CH3:48])[CH2:14]2)=O)=CC=1)([O-])=O. (2) Given the product [ClH:1].[ClH:1].[CH:8]1([N:11]2[CH2:16][CH2:15][NH:14][CH2:13][CH2:12]2)[CH2:10][CH2:9]1, predict the reactants needed to synthesize it. The reactants are: [ClH:1].O1CCOCC1.[CH:8]1([N:11]2[CH2:16][CH2:15][N:14](C(OC(C)(C)C)=O)[CH2:13][CH2:12]2)[CH2:10][CH2:9]1.